This data is from Full USPTO retrosynthesis dataset with 1.9M reactions from patents (1976-2016). The task is: Predict the reactants needed to synthesize the given product. (1) Given the product [CH2:1]([N:8]1[CH2:12][C@H:76]([OH:34])[C@H:74]([OH:75])[CH2:9]1)[C:2]1[CH:7]=[CH:6][CH:5]=[CH:4][CH:3]=1, predict the reactants needed to synthesize it. The reactants are: [CH2:1]([N:8]1[CH2:12]C=C[CH2:9]1)[C:2]1[CH:7]=[CH:6][CH:5]=[CH:4][CH:3]=1.CC[C@@H]1[C@@H]2C[C@H]([C@@H](OC3C4C(=CC=CC=4)C(O[C@@H](C4C=CN=C5C=4C=C(OC)C=C5)[C@@H]4N5C[C@H](CC)[C@@H](CC5)C4)=NN=3)C3C=CN=C4C=3C=C([O:34]C)C=C4)N(CC2)C1.CCO[C:74]([CH3:76])=[O:75].CO.N. (2) Given the product [NH2:1][C@H:2]([C:15]([NH:17][C@H:18]([C:31]([OH:33])=[O:32])[CH2:19][CH2:20][C:21](=[O:30])[O:22][CH2:23][C:24]1[CH:25]=[CH:26][CH:27]=[CH:28][CH:29]=1)=[O:16])[CH2:3][CH2:4][CH2:5][CH2:6][NH:7][C:8]([O:10][C:11]([CH3:12])([CH3:13])[CH3:14])=[O:9], predict the reactants needed to synthesize it. The reactants are: [NH:1](C(OCC1C2C(=CC=CC=2)C2C1=CC=CC=2)=O)[C@H:2]([C:15]([NH:17][C@H:18]([C:31]([OH:33])=[O:32])[CH2:19][CH2:20][C:21](=[O:30])[O:22][CH2:23][C:24]1[CH:29]=[CH:28][CH:27]=[CH:26][CH:25]=1)=[O:16])[CH2:3][CH2:4][CH2:5][CH2:6][NH:7][C:8]([O:10][C:11]([CH3:14])([CH3:13])[CH3:12])=[O:9]. (3) Given the product [NH2:1][C:4]1[CH:5]=[CH:6][C:7]([C:10]2[S:14][C:13]([C:15]3([OH:21])[CH2:16][CH2:17][O:18][CH2:19][CH2:20]3)=[N:12][CH:11]=2)=[N:8][CH:9]=1, predict the reactants needed to synthesize it. The reactants are: [N+:1]([C:4]1[CH:5]=[CH:6][C:7]([C:10]2[S:14][C:13]([C:15]3([OH:21])[CH2:20][CH2:19][O:18][CH2:17][CH2:16]3)=[N:12][CH:11]=2)=[N:8][CH:9]=1)([O-])=O.CO. (4) Given the product [NH2:15][C:8]1[CH:9]=[C:10]([CH:13]=[CH:14][C:7]=1[NH:6][CH2:5][CH2:4][CH2:3][CH2:2][F:1])[C:11]#[N:12], predict the reactants needed to synthesize it. The reactants are: [F:1][CH2:2][CH2:3][CH2:4][CH2:5][NH:6][C:7]1[CH:14]=[CH:13][C:10]([C:11]#[N:12])=[CH:9][C:8]=1[N+:15]([O-])=O.